From a dataset of Reaction yield outcomes from USPTO patents with 853,638 reactions. Predict the reaction yield, written as a fraction of the theoretical maximum amount of product (1.0 means a 100% yield; for example, 0.34 means a 34% yield). The reactants are [Br:1][C:2]1[CH:7]=[CH:6][C:5]([C:8]([CH3:12])([CH3:11])[CH2:9][OH:10])=[CH:4][CH:3]=1.[Si:13](Cl)([C:16]([CH3:19])([CH3:18])[CH3:17])([CH3:15])[CH3:14].N1C=CN=C1. The catalyst is CN(C)C=O.O. The product is [Br:1][C:2]1[CH:3]=[CH:4][C:5]([C:8]([CH3:12])([CH3:11])[CH2:9][O:10][Si:13]([C:16]([CH3:19])([CH3:18])[CH3:17])([CH3:15])[CH3:14])=[CH:6][CH:7]=1. The yield is 0.750.